From a dataset of Full USPTO retrosynthesis dataset with 1.9M reactions from patents (1976-2016). Predict the reactants needed to synthesize the given product. (1) Given the product [ClH:34].[F:33][C:2]([F:1])([F:32])[C:3]1[CH:12]=[CH:11][C:10]2[CH2:9][CH2:8][NH:7][CH2:6][C:5]=2[N:4]=1, predict the reactants needed to synthesize it. The reactants are: [F:1][C:2]([F:33])([F:32])[C:3]1[CH:12]=[CH:11][C:10]2[CH2:9][CH2:8][N:7](C(C3C=CC=CC=3)(C3C=CC=CC=3)C3C=CC=CC=3)[CH2:6][C:5]=2[N:4]=1.[ClH:34]. (2) Given the product [CH3:34][C:23]([NH:22][C:2]1[N:7]=[C:6]([N:8]([CH3:21])[C:9]2[CH:14]=[CH:13][N:12]=[C:11]([C:15]3[CH:20]=[CH:19][CH:18]=[CH:17][CH:16]=3)[N:10]=2)[CH:5]=[CH:4][N:3]=1)([CH3:33])[CH2:24][NH:25][C:26](=[O:32])[O:27][C:28]([CH3:30])([CH3:29])[CH3:31], predict the reactants needed to synthesize it. The reactants are: F[C:2]1[N:7]=[C:6]([N:8]([CH3:21])[C:9]2[CH:14]=[CH:13][N:12]=[C:11]([C:15]3[CH:20]=[CH:19][CH:18]=[CH:17][CH:16]=3)[N:10]=2)[CH:5]=[CH:4][N:3]=1.[NH2:22][C:23]([CH3:34])([CH3:33])[CH2:24][NH:25][C:26](=[O:32])[O:27][C:28]([CH3:31])([CH3:30])[CH3:29]. (3) Given the product [Cl:36][C:37]1[CH:38]=[C:39]([CH:44]=[CH:45][C:46]=1[Cl:47])[CH2:40][NH:41][C:42]([C:23]1[S:22][C:17]2[N:16]([C:15](=[O:25])[N:14]([CH2:7][C:8]3[CH:9]=[CH:10][CH:11]=[CH:12][CH:13]=3)[C:19](=[O:20])[C:18]=2[CH3:21])[CH:24]=1)=[O:43], predict the reactants needed to synthesize it. The reactants are: B.O1CCCC1.[CH2:7]([N:14]1[C:19](=[O:20])[C:18]([CH3:21])=[C:17]2[S:22][CH:23]=[CH:24][N:16]2[C:15]1=[O:25])[C:8]1[CH:13]=[CH:12][CH:11]=[CH:10][CH:9]=1.C[Si](C)(C)N[Si](C)(C)C.[Li].[Cl:36][C:37]1[CH:38]=[C:39]([CH:44]=[CH:45][C:46]=1[Cl:47])[CH2:40][N:41]=[C:42]=[O:43].